This data is from Forward reaction prediction with 1.9M reactions from USPTO patents (1976-2016). The task is: Predict the product of the given reaction. (1) Given the reactants [CH:1]1([CH2:4][CH2:5][O:6][C:7]2[CH:19]=[CH:18][C:10]([C:11]([NH:13][CH2:14][C:15]([OH:17])=[O:16])=[O:12])=[CH:9][CH:8]=2)[CH2:3][CH2:2]1.OC1C=CC(C(OC)=O)=CC=1.[S:31]1C=CC=[C:32]1CCO, predict the reaction product. The product is: [S:31]1[CH:32]=[CH:2][CH:3]=[C:1]1[CH2:4][CH2:5][O:6][C:7]1[CH:8]=[CH:9][C:10]([C:11]([NH:13][CH2:14][C:15]([OH:17])=[O:16])=[O:12])=[CH:18][CH:19]=1. (2) Given the reactants [Cl:1][C:2]1[C:3]([CH2:10][NH:11][CH2:12][C:13]2[N:18]=[CH:17][C:16]([OH:19])=[CH:15][CH:14]=2)=[N:4][C:5]([CH3:9])=[N:6][C:7]=1[CH3:8].C(=O)([O-])[O-].[K+].[K+].Cl[C:27]1[CH:28]=[CH:29][C:30]2[N:31]([C:33]([N+:36]([O-:38])=[O:37])=[CH:34][N:35]=2)[N:32]=1.O, predict the reaction product. The product is: [Cl:1][C:2]1[C:3]([CH2:10][NH:11][CH2:12][C:13]2[CH:14]=[CH:15][C:16]([O:19][C:27]3[CH:28]=[CH:29][C:30]4[N:31]([C:33]([N+:36]([O-:38])=[O:37])=[CH:34][N:35]=4)[N:32]=3)=[CH:17][N:18]=2)=[N:4][C:5]([CH3:9])=[N:6][C:7]=1[CH3:8]. (3) Given the reactants B.C1COCC1.[CH3:7][O:8][C:9]1[CH:14]=[CH:13][CH:12]=[CH:11][C:10]=1[N:15]1[CH2:20][CH2:19][N:18]([CH2:21][CH:22]2[CH2:27][CH2:26][CH2:25][N:24]([C:28]([C:30]3[CH:35]=[CH:34][CH:33]=[CH:32][CH:31]=3)=O)[CH2:23]2)[CH2:17][CH2:16]1, predict the reaction product. The product is: [CH2:28]([N:24]1[CH2:25][CH2:26][CH2:27][CH:22]([CH2:21][N:18]2[CH2:17][CH2:16][N:15]([C:10]3[CH:11]=[CH:12][CH:13]=[CH:14][C:9]=3[O:8][CH3:7])[CH2:20][CH2:19]2)[CH2:23]1)[C:30]1[CH:35]=[CH:34][CH:33]=[CH:32][CH:31]=1. (4) Given the reactants [C:1]([O:5][N:6]=[C:7]1[C:16]2[C:11](=[CH:12][CH:13]=[C:14]([CH2:17][CH2:18][CH2:19][CH2:20][OH:21])[CH:15]=2)[O:10][C:9]([C:22]2[N:27]=[CH:26][N:25]3[CH:28]=[CH:29][CH:30]=[C:24]3[CH:23]=2)=[CH:8]1)([CH3:4])([CH3:3])[CH3:2].C(N(CC)CC)C.[CH3:38][S:39](Cl)(=[O:41])=[O:40].[Cl-].[NH4+], predict the reaction product. The product is: [C:1]([O:5]/[N:6]=[C:7]1\[CH:8]=[C:9]([C:22]2[N:27]=[CH:26][N:25]3[CH:28]=[CH:29][CH:30]=[C:24]3[CH:23]=2)[O:10][C:11]2[C:16]\1=[CH:15][C:14]([CH2:17][CH2:18][CH2:19][CH2:20][O:21][S:39]([CH3:38])(=[O:41])=[O:40])=[CH:13][CH:12]=2)([CH3:4])([CH3:2])[CH3:3].